This data is from Reaction yield outcomes from USPTO patents with 853,638 reactions. The task is: Predict the reaction yield, written as a fraction of the theoretical maximum amount of product (1.0 means a 100% yield; for example, 0.34 means a 34% yield). The reactants are [N:1]1[CH:6]=[CH:5][C:4]([C:7]2[CH:8]=[N:9][NH:10][C:11]=2[NH2:12])=[CH:3][CH:2]=1.[CH3:13][CH:14]([C:20](=O)[C:21]1[CH:26]=[CH:25][CH:24]=[CH:23][CH:22]=1)[C:15](OCC)=[O:16].OS(O)(=O)=O. The catalyst is CCO. The product is [CH3:13][C:14]1[C:15](=[O:16])[N:10]2[N:9]=[CH:8][C:7]([C:4]3[CH:3]=[CH:2][N:1]=[CH:6][CH:5]=3)=[C:11]2[NH:12][C:20]=1[C:21]1[CH:26]=[CH:25][CH:24]=[CH:23][CH:22]=1. The yield is 0.594.